From a dataset of Full USPTO retrosynthesis dataset with 1.9M reactions from patents (1976-2016). Predict the reactants needed to synthesize the given product. (1) Given the product [CH3:46][O:45][C:43]1[CH:44]=[C:28]2[C:29](=[CH:41][C:42]=1[O:47][CH3:48])[C:30](=[O:31])[NH:32][CH2:33]/[C:34]/2=[CH:35]\[C:36]([O:38][CH2:39][CH3:40])=[O:37], predict the reactants needed to synthesize it. The reactants are: C1C=CC(P(C2C=CC=CC=2)C2C=CC=CC=2)=CC=1.CCN(CC)CC.I[C:28]1[CH:44]=[C:43]([O:45][CH3:46])[C:42]([O:47][CH3:48])=[CH:41][C:29]=1[C:30]([NH:32][CH2:33]/[CH:34]=[CH:35]\[C:36]([O:38][CH2:39][CH3:40])=[O:37])=[O:31]. (2) Given the product [CH2:1]([O:3][C:4]([C:6]1[N:11]=[N:10][C:9]([S:12][CH3:14])=[N:8][C:7]=1[OH:13])=[O:5])[CH3:2], predict the reactants needed to synthesize it. The reactants are: [CH2:1]([O:3][C:4]([C:6]1[N:11]=[N:10][C:9]([SH:12])=[N:8][C:7]=1[OH:13])=[O:5])[CH3:2].[C:14](=O)([O-])[O-].[K+].[K+].CI. (3) The reactants are: [H-].[Al+3].[Li+].[H-].[H-].[H-].C([O:9][C:10]([C:12]1[N:16]2[N:17]=[C:18]([NH:21][CH2:22][C:23]3[CH:28]=[CH:27][C:26]([Cl:29])=[C:25]([Cl:30])[CH:24]=3)[CH:19]=[CH:20][C:15]2=[N:14][CH:13]=1)=O)C.O. Given the product [Cl:30][C:25]1[CH:24]=[C:23]([CH:28]=[CH:27][C:26]=1[Cl:29])[CH2:22][NH:21][C:18]1[CH:19]=[CH:20][C:15]2[N:16]([C:12]([CH2:10][OH:9])=[CH:13][N:14]=2)[N:17]=1, predict the reactants needed to synthesize it.